This data is from Reaction yield outcomes from USPTO patents with 853,638 reactions. The task is: Predict the reaction yield, written as a fraction of the theoretical maximum amount of product (1.0 means a 100% yield; for example, 0.34 means a 34% yield). (1) The reactants are [CH2:1]([C:3]1[CH:4]=[C:5]2[C:9](=[CH:10][CH:11]=1)[NH:8][CH2:7][CH2:6]2)[CH3:2].[N+:12]([O-])([O-:14])=[O:13].[K+].[OH-].[Na+]. The catalyst is OS(O)(=O)=O. The product is [CH2:1]([C:3]1[CH:4]=[C:5]2[C:9](=[CH:10][C:11]=1[N+:12]([O-:14])=[O:13])[NH:8][CH2:7][CH2:6]2)[CH3:2]. The yield is 0.580. (2) The product is [F:1][C:2]1[CH:3]=[CH:4][C:5]([CH3:12])=[C:6]([S:8]([N:14]([CH3:15])[CH3:13])(=[O:10])=[O:9])[CH:7]=1. The catalyst is O1CCCC1. The reactants are [F:1][C:2]1[CH:3]=[CH:4][C:5]([CH3:12])=[C:6]([S:8](Cl)(=[O:10])=[O:9])[CH:7]=1.[CH3:13][NH:14][CH3:15]. The yield is 0.900. (3) The product is [CH3:1][O:2][C:3]1[CH:8]=[CH:7][CH:6]=[CH:5][C:4]=1[S:9]([N:12]([CH3:33])[C:13]1[CH:14]=[CH:15][CH:16]=[C:17]2[C:21]=1[NH:20][C:19]([C:22]1[S:23][CH:24]([CH2:27][C:28]([OH:30])=[O:29])[CH2:25][N:26]=1)=[CH:18]2)(=[O:10])=[O:11]. The catalyst is O1CCCC1.CO. The reactants are [CH3:1][O:2][C:3]1[CH:8]=[CH:7][CH:6]=[CH:5][C:4]=1[S:9]([N:12]([CH3:33])[C:13]1[CH:14]=[CH:15][CH:16]=[C:17]2[C:21]=1[NH:20][C:19]([C:22]1[S:23][CH:24]([CH2:27][C:28]([O:30]CC)=[O:29])[CH2:25][N:26]=1)=[CH:18]2)(=[O:11])=[O:10].[OH-].[K+].C(O)(=O)CC(CC(O)=O)(C(O)=O)O. The yield is 0.780. (4) The reactants are [CH3:1][O:2][C:3]1[CH:20]=[C:19]([C:21](O)=[O:22])[CH:18]=[C:17]2[C:4]=1[C@@:5]1([CH3:29])[C@H:14]([CH2:15][S:16]2(=[O:25])=[O:24])[C@:13]2([CH3:26])[C@H:8]([C:9]([CH3:28])([CH3:27])[CH2:10][CH2:11][CH2:12]2)[CH2:7][CH2:6]1.[CH3:30][N:31](C(ON1N=NC2C=CC=NC1=2)=[N+](C)C)C.F[P-](F)(F)(F)(F)F.CN1CCOCC1.CN. The catalyst is C1COCC1.CN(C=O)C. The product is [CH3:1][O:2][C:3]1[CH:20]=[C:19]([C:21]([NH:31][CH3:30])=[O:22])[CH:18]=[C:17]2[C:4]=1[C@@:5]1([CH3:29])[C@H:14]([CH2:15][S:16]2(=[O:25])=[O:24])[C@:13]2([CH3:26])[C@H:8]([C:9]([CH3:28])([CH3:27])[CH2:10][CH2:11][CH2:12]2)[CH2:7][CH2:6]1. The yield is 0.410. (5) The reactants are [F:1][C:2]1[CH:7]=[CH:6][C:5]([S:8]([C:11]([CH2:19][C:20]2[CH:21]=[N:22][CH:23]=[CH:24][CH:25]=2)([CH2:15][C:16]#[C:17][CH3:18])[C:12](O)=[O:13])(=[O:10])=[O:9])=[CH:4][CH:3]=1.Cl.[NH2:27][OH:28]. No catalyst specified. The product is [OH:28][NH:27][C:12](=[O:13])[C:11]([S:8]([C:5]1[CH:6]=[CH:7][C:2]([F:1])=[CH:3][CH:4]=1)(=[O:10])=[O:9])([CH2:19][C:20]1[CH:21]=[N:22][CH:23]=[CH:24][CH:25]=1)[CH2:15][C:16]#[C:17][CH3:18]. The yield is 0.450.